This data is from Peptide-MHC class I binding affinity with 185,985 pairs from IEDB/IMGT. The task is: Regression. Given a peptide amino acid sequence and an MHC pseudo amino acid sequence, predict their binding affinity value. This is MHC class I binding data. (1) The peptide sequence is RKRLMSMVK. The MHC is HLA-B08:01 with pseudo-sequence HLA-B08:01. The binding affinity (normalized) is 0.0847. (2) The peptide sequence is LEASISGKY. The MHC is HLA-A30:02 with pseudo-sequence HLA-A30:02. The binding affinity (normalized) is 0.587. (3) The peptide sequence is FVFEATKLY. The MHC is HLA-B58:01 with pseudo-sequence HLA-B58:01. The binding affinity (normalized) is 0.0847. (4) The peptide sequence is SIFLHLVKI. The MHC is H-2-Kb with pseudo-sequence H-2-Kb. The binding affinity (normalized) is 0.728. (5) The binding affinity (normalized) is 0.0847. The peptide sequence is ELFIAPEGM. The MHC is HLA-B07:02 with pseudo-sequence HLA-B07:02. (6) The peptide sequence is IFLIITKVF. The MHC is HLA-B39:01 with pseudo-sequence HLA-B39:01. The binding affinity (normalized) is 0.0847. (7) The peptide sequence is TRQQTSFPF. The MHC is HLA-A26:01 with pseudo-sequence HLA-A26:01. The binding affinity (normalized) is 0.213. (8) The binding affinity (normalized) is 0.110. The MHC is HLA-A02:03 with pseudo-sequence HLA-A02:03. The peptide sequence is SNSEDLLKAV.